This data is from Forward reaction prediction with 1.9M reactions from USPTO patents (1976-2016). The task is: Predict the product of the given reaction. (1) Given the reactants [Cl:1][CH2:2][C:3]1[N:7]([CH2:8][CH3:9])[N:6]=[C:5]([C:10]2[CH:15]=[C:14](OC)[C:13](OC)=[C:12](OC)[CH:11]=2)[CH:4]=1.CC(C1C=CC([C:31]([F:34])([F:33])[F:32])=CC=1)=O.C(NN)C, predict the reaction product. The product is: [Cl:1][CH2:2][C:3]1[N:7]([CH2:8][CH3:9])[N:6]=[C:5]([C:10]2[CH:15]=[CH:14][C:13]([C:31]([F:34])([F:33])[F:32])=[CH:12][CH:11]=2)[CH:4]=1. (2) Given the reactants Br[C:2]1[CH:23]=[CH:22][C:5]2[N:6]=[C:7]([CH:9]3[CH2:14][CH2:13][N:12]([C:15]([O:17][C:18]([CH3:21])([CH3:20])[CH3:19])=[O:16])[CH2:11][CH2:10]3)[O:8][C:4]=2[CH:3]=1.[F:24][C:25]1[CH:30]=[C:29]([S:31]([CH3:34])(=[O:33])=[O:32])[CH:28]=[CH:27][C:26]=1B1OC(C)(C)C(C)(C)O1, predict the reaction product. The product is: [F:24][C:25]1[CH:30]=[C:29]([S:31]([CH3:34])(=[O:33])=[O:32])[CH:28]=[CH:27][C:26]=1[C:2]1[CH:23]=[CH:22][C:5]2[N:6]=[C:7]([CH:9]3[CH2:14][CH2:13][N:12]([C:15]([O:17][C:18]([CH3:21])([CH3:20])[CH3:19])=[O:16])[CH2:11][CH2:10]3)[O:8][C:4]=2[CH:3]=1. (3) Given the reactants [CH3:1][O:2][C:3](=[O:18])[C:4](=O)[CH:5](Cl)[C:6]1[CH:11]=[CH:10][C:9]([C:12]([F:15])([F:14])[F:13])=[CH:8][CH:7]=1.[C:19]([NH2:22])(=[S:21])[CH3:20], predict the reaction product. The product is: [CH3:1][O:2][C:3]([C:4]1[N:22]=[C:19]([CH3:20])[S:21][C:5]=1[C:6]1[CH:11]=[CH:10][C:9]([C:12]([F:15])([F:14])[F:13])=[CH:8][CH:7]=1)=[O:18]. (4) The product is: [O:1]1[C:5]2[CH:6]=[CH:7][CH:8]=[CH:9][C:4]=2[N:3]=[C:2]1[C:10]1[CH:11]=[CH:12][C:13]2[N:17]([CH:18]3[CH2:23][CH2:22][O:21][CH2:20][CH2:19]3)[C:27]([C:26]([F:31])([F:30])[F:25])=[N:15][C:14]=2[CH:16]=1. Given the reactants [O:1]1[C:5]2[CH:6]=[CH:7][CH:8]=[CH:9][C:4]=2[N:3]=[C:2]1[C:10]1[CH:11]=[CH:12][C:13]([NH:17][CH:18]2[CH2:23][CH2:22][O:21][CH2:20][CH2:19]2)=[C:14]([CH:16]=1)[NH2:15].O.[F:25][C:26]([F:31])([F:30])[C:27](O)=O, predict the reaction product.